From a dataset of Peptide-MHC class II binding affinity with 134,281 pairs from IEDB. Regression. Given a peptide amino acid sequence and an MHC pseudo amino acid sequence, predict their binding affinity value. This is MHC class II binding data. The peptide sequence is LPISPLSNSLLRHHNMVYAT. The MHC is DRB5_0101 with pseudo-sequence DRB5_0101. The binding affinity (normalized) is 0.592.